This data is from Reaction yield outcomes from USPTO patents with 853,638 reactions. The task is: Predict the reaction yield, written as a fraction of the theoretical maximum amount of product (1.0 means a 100% yield; for example, 0.34 means a 34% yield). The reactants are C(OC(=O)[NH:7][CH2:8][CH2:9][C:10]1[CH:15]=[CH:14][C:13]([O:16][C:17]2[CH:22]=[CH:21][C:20]([Cl:23])=[CH:19][CH:18]=2)=[CH:12][CH:11]=1)(C)(C)C.C(O)(C(F)(F)F)=O. The catalyst is C(Cl)Cl. The product is [Cl:23][C:20]1[CH:21]=[CH:22][C:17]([O:16][C:13]2[CH:14]=[CH:15][C:10]([CH2:9][CH2:8][NH2:7])=[CH:11][CH:12]=2)=[CH:18][CH:19]=1. The yield is 0.908.